Predict which catalyst facilitates the given reaction. From a dataset of Catalyst prediction with 721,799 reactions and 888 catalyst types from USPTO. (1) Reactant: [OH:1][C:2]1[CH:6]=[C:5]([CH2:7][CH2:8][C:9]([O:11][CH2:12][CH3:13])=[O:10])[N:4]([CH:14]([CH3:16])[CH3:15])[N:3]=1.[H-].[Na+].Cl[C:20]1[CH:29]=[CH:28][C:27]2[C:22](=[CH:23][CH:24]=[CH:25][CH:26]=2)[N:21]=1.O. Product: [CH:14]([N:4]1[C:5]([CH2:7][CH2:8][C:9]([O:11][CH2:12][CH3:13])=[O:10])=[CH:6][C:2]([O:1][C:20]2[CH:29]=[CH:28][C:27]3[C:22](=[CH:23][CH:24]=[CH:25][CH:26]=3)[N:21]=2)=[N:3]1)([CH3:15])[CH3:16]. The catalyst class is: 9. (2) Reactant: [Cl:1][C:2]1[CH:3]=[C:4]2[C:9](=[CH:10][CH:11]=1)[N:8]=[CH:7][C:6]([C:12]([O:14]CC)=[O:13])=[CH:5]2.[OH-].[Na+]. Product: [Cl:1][C:2]1[CH:3]=[C:4]2[C:9](=[CH:10][CH:11]=1)[N:8]=[CH:7][C:6]([C:12]([OH:14])=[O:13])=[CH:5]2. The catalyst class is: 12. (3) Reactant: CN.[CH:3]([O:6][C:7]([N:9]1[C:18]2[C:13](=[CH:14][C:15]([C:19]([F:22])([F:21])[F:20])=[CH:16][CH:17]=2)[C@H:12]([N:23]([CH2:42][C:43]2[CH:48]=[C:47]([C:49]([F:52])([F:51])[F:50])[CH:46]=[C:45]([C:53]([F:56])([F:55])[F:54])[CH:44]=2)[C:24]2[N:25]=[N:26][N:27]([CH2:29][CH2:30][N:31]3C(=O)C4C(=CC=CC=4)C3=O)[N:28]=2)[CH2:11][C@@H:10]1[CH:57]1[CH2:59][CH2:58]1)=[O:8])([CH3:5])[CH3:4]. Product: [CH:3]([O:6][C:7]([N:9]1[C:18]2[C:13](=[CH:14][C:15]([C:19]([F:22])([F:21])[F:20])=[CH:16][CH:17]=2)[C@H:12]([N:23]([C:24]2[N:25]=[N:26][N:27]([CH2:29][CH2:30][NH2:31])[N:28]=2)[CH2:42][C:43]2[CH:44]=[C:45]([C:53]([F:54])([F:55])[F:56])[CH:46]=[C:47]([C:49]([F:51])([F:50])[F:52])[CH:48]=2)[CH2:11][C@@H:10]1[CH:57]1[CH2:58][CH2:59]1)=[O:8])([CH3:5])[CH3:4]. The catalyst class is: 97.